Dataset: Reaction yield outcomes from USPTO patents with 853,638 reactions. Task: Predict the reaction yield, written as a fraction of the theoretical maximum amount of product (1.0 means a 100% yield; for example, 0.34 means a 34% yield). (1) The reactants are [Cl:1][C:2]1[C:10]2[N:9]=[C:8]3[N:11]([C:15]4[CH:20]=[CH:19][C:18]([Cl:21])=[CH:17][C:16]=4[Cl:22])[CH2:12][CH2:13][CH2:14][N:7]3[C:6]=2[C:5]([CH:23]([OH:28])[C:24]([F:27])([F:26])[F:25])=[CH:4][CH:3]=1.[H-].[Na+].I[CH3:32]. The catalyst is O1CCCC1.C(OCC)(=O)C. The product is [Cl:1][C:2]1[C:10]2[N:9]=[C:8]3[N:11]([C:15]4[CH:20]=[CH:19][C:18]([Cl:21])=[CH:17][C:16]=4[Cl:22])[CH2:12][CH2:13][CH2:14][N:7]3[C:6]=2[C:5]([CH:23]([O:28][CH3:32])[C:24]([F:25])([F:26])[F:27])=[CH:4][CH:3]=1. The yield is 0.960. (2) The reactants are [Cl:1][CH2:2][CH2:3][C:4](O)([C:11]1[CH:16]=[CH:15][CH:14]=[CH:13][CH:12]=1)[CH2:5][C:6]([O:8][CH2:9][CH3:10])=[O:7].[CH2:18]([Si](C)(C)C)[CH:19]=[CH2:20]. The catalyst is C(Cl)Cl.Cl[Ti](Cl)(Cl)Cl. The product is [Cl:1][CH2:2][CH2:3][C:4]([C:11]1[CH:16]=[CH:15][CH:14]=[CH:13][CH:12]=1)([CH2:20][CH:19]=[CH2:18])[CH2:5][C:6]([O:8][CH2:9][CH3:10])=[O:7]. The yield is 0.450. (3) The reactants are C[Si]([N-][Si](C)(C)C)(C)C.[Li+].Cl[C:12]1[C:13]([Cl:28])=[C:14]([C:17]([C:20]2[CH:25]=[CH:24][CH:23]=[C:22]([O:26][CH3:27])[CH:21]=2)=[CH:18][N:19]=1)[C:15]#[N:16].[Cl:29][C:30]1[CH:36]=[CH:35][CH:34]=[CH:33][C:31]=1[NH2:32]. The catalyst is C1COCC1. The product is [Cl:28][C:13]1[C:12]([NH:32][C:31]2[CH:33]=[CH:34][CH:35]=[CH:36][C:30]=2[Cl:29])=[N:19][CH:18]=[C:17]([C:20]2[CH:25]=[CH:24][CH:23]=[C:22]([O:26][CH3:27])[CH:21]=2)[C:14]=1[C:15]#[N:16]. The yield is 0.210.